Dataset: Full USPTO retrosynthesis dataset with 1.9M reactions from patents (1976-2016). Task: Predict the reactants needed to synthesize the given product. (1) Given the product [NH:24]1[CH2:23][CH2:22][N:21]=[C:25]1[CH2:26][S:27][C:28]1[CH:29]=[C:30]([CH:34]([O:35][CH:36]2[CH2:41][CH2:40][N:39]([CH3:42])[CH2:38][CH2:37]2)[C:43]2[NH:47][C:46]3[CH:48]=[CH:49][CH:50]=[CH:51][C:45]=3[N:44]=2)[CH:31]=[CH:32][CH:33]=1, predict the reactants needed to synthesize it. The reactants are: C1(P(=O)(C2C=CC=CC=2)C2C=CC=CC=2)C=CC=CC=1.[NH2:21][CH2:22][CH2:23][NH:24][C:25](=O)[CH2:26][S:27][C:28]1[CH:33]=[CH:32][CH:31]=[C:30]([CH:34]([C:43]2[NH:47][C:46]3[CH:48]=[CH:49][CH:50]=[CH:51][C:45]=3[N:44]=2)[O:35][CH:36]2[CH2:41][CH2:40][N:39]([CH3:42])[CH2:38][CH2:37]2)[CH:29]=1.C(O)(=O)C(O)=O. (2) Given the product [I:1][C:2]1[CH:3]=[N:4][CH:5]=[CH:6][C:7]=1[NH:8][C:12]([NH:11][C@H:14]1[CH2:18][CH2:17][CH2:16][C@@H:15]1[NH:19][C:20](=[O:32])[C:21]1[CH:26]=[CH:25][CH:24]=[CH:23][C:22]=1[N:27]1[N:28]=[CH:29][CH:30]=[N:31]1)=[S:13], predict the reactants needed to synthesize it. The reactants are: [I:1][C:2]1[CH:3]=[N:4][CH:5]=[CH:6][C:7]=1[NH2:8].[H-].[Na+].[N:11]([C@H:14]1[CH2:18][CH2:17][CH2:16][C@@H:15]1[NH:19][C:20](=[O:32])[C:21]1[CH:26]=[CH:25][CH:24]=[CH:23][C:22]=1[N:27]1[N:31]=[CH:30][CH:29]=[N:28]1)=[C:12]=[S:13].